Dataset: Full USPTO retrosynthesis dataset with 1.9M reactions from patents (1976-2016). Task: Predict the reactants needed to synthesize the given product. (1) Given the product [BrH:1].[C:17]1([C:16]2[S:24][C:2]3[CH2:3][NH:4][CH2:5][CH2:6][C:7]=3[N:23]=2)[CH:22]=[CH:21][CH:20]=[CH:19][CH:18]=1, predict the reactants needed to synthesize it. The reactants are: [Br:1][CH:2]1[C:7](=O)[CH2:6][CH2:5][N:4](C(OC(C)(C)C)=O)[CH2:3]1.[C:16](=[S:24])([NH2:23])[C:17]1[CH:22]=[CH:21][CH:20]=[CH:19][CH:18]=1. (2) Given the product [CH3:1][CH:2]([CH2:26][CH3:27])[CH2:3][C:4]1[CH:12]=[CH:11][CH:10]=[C:9]2[C:5]=1[C:6](=[N:14][NH:15][C:16]1[CH:21]=[CH:20][C:19]([S:22]([NH2:25])(=[O:24])=[O:23])=[CH:18][CH:17]=1)[C:7](=[O:13])[NH:8]2, predict the reactants needed to synthesize it. The reactants are: [CH3:1][C:2]([CH2:26][CH3:27])=[CH:3][C:4]1[CH:12]=[CH:11][CH:10]=[C:9]2[C:5]=1[C:6](=[N:14][NH:15][C:16]1[CH:21]=[CH:20][C:19]([S:22]([NH2:25])(=[O:24])=[O:23])=[CH:18][CH:17]=1)[C:7](=[O:13])[NH:8]2.CC(=CC)CC1C=CC=C2C=1C(=NNC1C=CC(S(N)(=O)=O)=CC=1)C(=O)N2. (3) Given the product [C:8]([NH:16][C:17]1[CH:29]=[C:28]([O:30][C:31]2[CH:32]=[CH:33][C:34]([CH3:37])=[CH:35][CH:36]=2)[CH:27]=[CH:26][C:18]=1[C:19]([OH:21])=[O:20])(=[O:15])[C:9]1[CH:10]=[CH:11][CH:12]=[CH:13][CH:14]=1, predict the reactants needed to synthesize it. The reactants are: FC(F)(F)C(O)=O.[C:8]([NH:16][C:17]1[CH:29]=[C:28]([O:30][C:31]2[CH:36]=[CH:35][C:34]([CH3:37])=[CH:33][CH:32]=2)[CH:27]=[CH:26][C:18]=1[C:19]([O:21]C(C)(C)C)=[O:20])(=[O:15])[C:9]1[CH:14]=[CH:13][CH:12]=[CH:11][CH:10]=1. (4) The reactants are: Br[C:2]1[C:3]2[CH:10]=[CH:9][CH:8]=[CH:7][C:4]=2[S:5][CH:6]=1.C1(C)C=CC=CC=1.[CH3:18][O:19][C:20]1[CH:25]=[CH:24][C:23](B(O)O)=[CH:22][CH:21]=1. Given the product [CH3:18][O:19][C:20]1[CH:25]=[CH:24][C:23]([C:2]2[C:3]3[CH:10]=[CH:9][CH:8]=[CH:7][C:4]=3[S:5][CH:6]=2)=[CH:22][CH:21]=1, predict the reactants needed to synthesize it. (5) Given the product [CH:25]1([O:24][C:19]([O:20][CH:21]([O:16][C:15]([C:14]2[C:8]3[O:7][B:6]([OH:18])[C@@H:5]([NH:4][C:1](=[O:3])[CH3:2])[CH2:10][C:9]=3[CH:11]=[CH:12][CH:13]=2)=[O:17])[CH3:22])=[O:31])[CH2:30][CH2:29][CH2:28][CH2:27][CH2:26]1, predict the reactants needed to synthesize it. The reactants are: [C:1]([NH:4][CH:5]1[CH2:10][C:9]2[CH:11]=[CH:12][CH:13]=[C:14]([C:15]([OH:17])=[O:16])[C:8]=2[O:7][B:6]1[OH:18])(=[O:3])[CH3:2].[C:19](=[O:31])([O:24][CH:25]1[CH2:30][CH2:29][CH2:28][CH2:27][CH2:26]1)[O:20][CH:21](Cl)[CH3:22]. (6) Given the product [F:24][C:23]1[CH:22]=[CH:21][C:4]([O:5][C:6]2[N:11]=[C:10]3[S:12][C:13]([NH:15][C:16]([CH:18]4[CH2:20][CH2:19]4)=[O:17])=[N:14][C:9]3=[CH:8][CH:7]=2)=[CH:3][C:2]=1[NH:1][C:31](=[O:32])[CH2:30][C:27]1[CH:28]=[CH:29][S:25][CH:26]=1, predict the reactants needed to synthesize it. The reactants are: [NH2:1][C:2]1[CH:3]=[C:4]([CH:21]=[CH:22][C:23]=1[F:24])[O:5][C:6]1[N:11]=[C:10]2[S:12][C:13]([NH:15][C:16]([CH:18]3[CH2:20][CH2:19]3)=[O:17])=[N:14][C:9]2=[CH:8][CH:7]=1.[S:25]1[CH:29]=[CH:28][C:27]([CH2:30][C:31](O)=[O:32])=[CH:26]1.F[P-](F)(F)(F)(F)F.N1(OC(N(C)C)=[N+](C)C)C2N=CC=CC=2N=N1.